From a dataset of Full USPTO retrosynthesis dataset with 1.9M reactions from patents (1976-2016). Predict the reactants needed to synthesize the given product. (1) The reactants are: [N+:1]([C:4]1[CH:12]=[CH:11][CH:10]=[C:9]2[C:5]=1[CH:6]=[N:7][N:8]2[C:13]([O:15][CH3:16])=[O:14])([O-])=O.[H][H]. Given the product [NH2:1][C:4]1[CH:12]=[CH:11][CH:10]=[C:9]2[C:5]=1[CH:6]=[N:7][N:8]2[C:13]([O:15][CH3:16])=[O:14], predict the reactants needed to synthesize it. (2) Given the product [Cl:19][C:20]1[CH:21]=[C:22]([N:28]2[C:32]([CH3:33])=[C:31]([C:34]([NH:3][CH2:4][C:5]3[CH:10]=[N:9][C:8]([C:11]#[N:12])=[CH:7][CH:6]=3)=[O:35])[C:30]([CH3:37])=[N:29]2)[CH:23]=[CH:24][C:25]=1[C:26]#[N:27], predict the reactants needed to synthesize it. The reactants are: Cl.Cl.[NH2:3][CH2:4][C:5]1[CH:6]=[CH:7][C:8]([C:11]#[N:12])=[N:9][CH:10]=1.CN1C=CN=C1.[Cl:19][C:20]1[CH:21]=[C:22]([N:28]2[C:32]([CH3:33])=[C:31]([C:34](Cl)=[O:35])[C:30]([CH3:37])=[N:29]2)[CH:23]=[CH:24][C:25]=1[C:26]#[N:27].O. (3) Given the product [Cl:41][C:42]1[N:43]=[N:44][CH:45]=[C:46]([N:26]2[C@@H:19]3[C@@H:24]([CH2:23][CH2:22][N:21]([C:27]([C:29]4[CH:34]=[C:33]([F:35])[CH:32]=[CH:31][C:30]=4[N:36]4[N:40]=[CH:39][CH:38]=[N:37]4)=[O:28])[CH2:20]3)[CH2:25]2)[CH:47]=1, predict the reactants needed to synthesize it. The reactants are: C12N(C3C=NC4C(=CC=CC=4)N=3)CC1CCNC2.[C@@H:19]12[NH:26][CH2:25][C@@H:24]1[CH2:23][CH2:22][N:21]([C:27]([C:29]1[CH:34]=[C:33]([F:35])[CH:32]=[CH:31][C:30]=1[N:36]1[N:40]=[CH:39][CH:38]=[N:37]1)=[O:28])[CH2:20]2.[Cl:41][C:42]1[N:43]=[N:44][CH:45]=[C:46](Cl)[CH:47]=1. (4) Given the product [ClH:34].[F:1][C:2]1[CH:3]=[C:4]([N:9]2[C:14]3[N:15]=[CH:16][C:17]([F:19])=[CH:18][C:13]=3[C:12](=[O:20])[N:11]([C@@H:21]3[CH2:25][CH2:24][NH:23][CH2:22]3)[C:10]2=[O:33])[CH:5]=[CH:6][C:7]=1[F:8], predict the reactants needed to synthesize it. The reactants are: [F:1][C:2]1[CH:3]=[C:4]([N:9]2[C:14]3[N:15]=[CH:16][C:17]([F:19])=[CH:18][C:13]=3[C:12](=[O:20])[N:11]([C@@H:21]3[CH2:25][CH2:24][N:23](C(OC(C)(C)C)=O)[CH2:22]3)[C:10]2=[O:33])[CH:5]=[CH:6][C:7]=1[F:8].[ClH:34]. (5) Given the product [CH3:1][C:2]1([CH3:23])[C:10]2[C:5](=[CH:6][CH:7]=[C:8]([C:11]3[N:16]=[C:15]([N:17]4[CH2:22][CH2:21][N:20]([CH2:29][CH2:28][CH2:27][CH2:26][CH2:25][OH:24])[CH2:19][CH2:18]4)[CH:14]=[CH:13][CH:12]=3)[CH:9]=2)[CH2:4][CH2:3]1, predict the reactants needed to synthesize it. The reactants are: [CH3:1][C:2]1([CH3:23])[C:10]2[C:5](=[CH:6][CH:7]=[C:8]([C:11]3[N:16]=[C:15]([N:17]4[CH2:22][CH2:21][NH:20][CH2:19][CH2:18]4)[CH:14]=[CH:13][CH:12]=3)[CH:9]=2)[CH2:4][CH2:3]1.[OH:24][CH2:25][CH2:26][CH2:27][CH2:28][CH:29]=O.Cl. (6) Given the product [CH2:2]([O:4][C:5]([C@@H:7]1[C@@H:11]([C:12](=[O:28])[NH:13][C:14]2[CH:19]=[CH:18][C:17]([N:20]3[CH:25]=[CH:24][CH:23]=[CH:22][C:21]3=[O:26])=[CH:16][C:15]=2[F:27])[CH2:10][N:9]([CH2:36][C:37](=[O:38])[NH:39][C:40]2[CH:45]=[CH:44][C:43]([Cl:46])=[CH:42][N:41]=2)[CH2:8]1)=[O:6])[CH3:3], predict the reactants needed to synthesize it. The reactants are: Cl.[CH2:2]([O:4][C:5]([C@@H:7]1[C@@H:11]([C:12](=[O:28])[NH:13][C:14]2[CH:19]=[CH:18][C:17]([N:20]3[CH:25]=[CH:24][CH:23]=[CH:22][C:21]3=[O:26])=[CH:16][C:15]=2[F:27])[CH2:10][NH:9][CH2:8]1)=[O:6])[CH3:3].C([O-])([O-])=O.[K+].[K+].Br[CH2:36][C:37]([NH:39][C:40]1[CH:45]=[CH:44][C:43]([Cl:46])=[CH:42][N:41]=1)=[O:38].